This data is from Forward reaction prediction with 1.9M reactions from USPTO patents (1976-2016). The task is: Predict the product of the given reaction. (1) Given the reactants O[CH2:2][CH2:3][NH:4][C:5]1[N:6]([CH2:24][C:25]2[N:34]=[C:33]([CH3:35])[C:32]3[C:27](=[CH:28][CH:29]=[CH:30][CH:31]=3)[N:26]=2)[C:7](=[O:23])[C:8]2[N:9]([CH2:14][C:15]3[CH:20]=[CH:19][C:18]([O:21][CH3:22])=[CH:17][CH:16]=3)[CH:10]=[N:11][C:12]=2[N:13]=1.CCN(CC)CC.CS(Cl)(=O)=O, predict the reaction product. The product is: [CH3:22][O:21][C:18]1[CH:19]=[CH:20][C:15]([CH2:14][N:9]2[C:8]3[C:7](=[O:23])[N:6]([CH2:24][C:25]4[N:34]=[C:33]([CH3:35])[C:32]5[C:27](=[CH:28][CH:29]=[CH:30][CH:31]=5)[N:26]=4)[C:5]4=[N:4][CH2:3][CH2:2][N:13]4[C:12]=3[N:11]=[CH:10]2)=[CH:16][CH:17]=1. (2) Given the reactants [CH2:1]([N:4]1[C:12](=[O:13])[C:11]2[C:6](=[N:7][C:8](SC)=[N:9][CH:10]=2)[N:5]1[C:16]1[CH:21]=[CH:20][CH:19]=[C:18]([CH2:22][C:23]([OH:26])([CH3:25])[CH3:24])[N:17]=1)[CH:2]=[CH2:3].[NH2:27][C:28]1[CH:33]=[CH:32][C:31]([N:34]2[CH2:39][CH2:38][N:37]([CH2:40][C:41]([N:43]([CH3:45])[CH3:44])=[O:42])[CH2:36][CH2:35]2)=[CH:30][CH:29]=1, predict the reaction product. The product is: [OH:26][C:23]([CH3:25])([CH3:24])[CH2:22][C:18]1[N:17]=[C:16]([N:5]2[C:6]3=[N:7][C:8]([NH:27][C:28]4[CH:33]=[CH:32][C:31]([N:34]5[CH2:39][CH2:38][N:37]([CH2:40][C:41]([N:43]([CH3:45])[CH3:44])=[O:42])[CH2:36][CH2:35]5)=[CH:30][CH:29]=4)=[N:9][CH:10]=[C:11]3[C:12](=[O:13])[N:4]2[CH2:1][C:2]#[CH:3])[CH:21]=[CH:20][CH:19]=1. (3) The product is: [CH3:25][C:17]1[CH:18]=[C:19]([N+:22]([O-:24])=[O:23])[CH:20]=[CH:21][C:16]=1[O:14][CH2:13][CH:8]1[CH2:9][CH2:10][CH2:11][CH2:12][O:7]1. Given the reactants CC(C)([O-])C.[K+].[O:7]1[CH2:12][CH2:11][CH2:10][CH2:9][CH:8]1[CH2:13][OH:14].F[C:16]1[CH:21]=[CH:20][C:19]([N+:22]([O-:24])=[O:23])=[CH:18][C:17]=1[CH3:25], predict the reaction product. (4) Given the reactants [Br:1][C:2]1[C:3]([NH:29][S:30]([CH3:33])(=[O:32])=[O:31])=[CH:4][C:5]2[O:9][C:8]([C:10]3[CH:11]=[N:12][C:13]([O:16][C:17]4[CH:22]=[CH:21][C:20]([F:23])=[CH:19][CH:18]=4)=[CH:14][CH:15]=3)=[C:7]([C:24]([NH:26][CH3:27])=[O:25])[C:6]=2[CH:28]=1.[C:34]([O-])([O-])=O.[K+].[K+].CI, predict the reaction product. The product is: [Br:1][C:2]1[C:3]([N:29]([CH3:34])[S:30]([CH3:33])(=[O:31])=[O:32])=[CH:4][C:5]2[O:9][C:8]([C:10]3[CH:11]=[N:12][C:13]([O:16][C:17]4[CH:18]=[CH:19][C:20]([F:23])=[CH:21][CH:22]=4)=[CH:14][CH:15]=3)=[C:7]([C:24]([NH:26][CH3:27])=[O:25])[C:6]=2[CH:28]=1.